This data is from Forward reaction prediction with 1.9M reactions from USPTO patents (1976-2016). The task is: Predict the product of the given reaction. (1) Given the reactants [NH3:1].Cl[C:3]1[C:4]2[C:11]([I:12])=[CH:10][N:9]([C:13]3[CH:18]=[CH:17][CH:16]=[CH:15][CH:14]=3)[C:5]=2[N:6]=[CH:7][N:8]=1.C(=O)=O.CC(C)=O, predict the reaction product. The product is: [I:12][C:11]1[C:4]2[C:3]([NH2:1])=[N:8][CH:7]=[N:6][C:5]=2[N:9]([C:13]2[CH:18]=[CH:17][CH:16]=[CH:15][CH:14]=2)[CH:10]=1. (2) Given the reactants Cl[CH2:2][C:3]1[CH:8]=[CH:7][C:6]([C:9]([NH:11][C:12]2[CH:13]=[C:14]([C:26]3[CH:31]=[CH:30][CH:29]=[CH:28][CH:27]=3)[CH:15]=[CH:16][C:17]=2[NH:18][C:19](=[O:25])[O:20][C:21]([CH3:24])([CH3:23])[CH3:22])=[O:10])=[CH:5][CH:4]=1.[C:32]1(=[O:42])[NH:36][C:35](=[O:37])[C:34]2=[CH:38][CH:39]=[CH:40][CH:41]=[C:33]12.[K].[I-].[K+].O, predict the reaction product. The product is: [O:37]=[C:35]1[C:34]2[C:33](=[CH:41][CH:40]=[CH:39][CH:38]=2)[C:32](=[O:42])[N:36]1[CH2:2][C:3]1[CH:8]=[CH:7][C:6]([C:9]([NH:11][C:12]2[CH:13]=[C:14]([C:26]3[CH:31]=[CH:30][CH:29]=[CH:28][CH:27]=3)[CH:15]=[CH:16][C:17]=2[NH:18][C:19](=[O:25])[O:20][C:21]([CH3:24])([CH3:23])[CH3:22])=[O:10])=[CH:5][CH:4]=1.